This data is from Forward reaction prediction with 1.9M reactions from USPTO patents (1976-2016). The task is: Predict the product of the given reaction. (1) The product is: [CH2:1]([C@H:3]1[C@@H:7]([C:8]2[N:12]3[C:13]4[C:19]([I:29])=[CH:18][NH:17][C:14]=4[N:15]=[CH:16][C:11]3=[N:10][N:9]=2)[CH2:6][C@@H:5]([NH:20][S:21]([CH:24]2[CH2:26][CH2:25]2)(=[O:23])=[O:22])[CH2:4]1)[CH3:2]. Given the reactants [CH2:1]([C@H:3]1[C@@H:7]([C:8]2[N:12]3[C:13]4[CH:19]=[CH:18][NH:17][C:14]=4[N:15]=[CH:16][C:11]3=[N:10][N:9]=2)[CH2:6][C@@H:5]([NH:20][S:21]([CH:24]2[CH2:26][CH2:25]2)(=[O:23])=[O:22])[CH2:4]1)[CH3:2].[OH-].[K+].[I:29]I.[Cl-].[NH4+], predict the reaction product. (2) Given the reactants [CH3:1][C:2]([CH3:12])([CH3:11])[CH:3]([C:5]1[CH:10]=[CH:9][CH:8]=[CH:7][CH:6]=1)[NH2:4].Cl.[O-:14][C:15]#[N:16].[K+], predict the reaction product. The product is: [CH3:1][C:2]([CH3:12])([CH3:11])[CH:3]([NH:4][C:15]([NH2:16])=[O:14])[C:5]1[CH:10]=[CH:9][CH:8]=[CH:7][CH:6]=1. (3) The product is: [CH3:1][O:2][C:3]1[CH:4]=[C:5]2[C:10](=[CH:11][C:12]=1[O:13][CH3:14])[N:9]=[CH:8][CH:7]=[C:6]2[O:15][C:17]1[CH:22]=[N:21][C:20]([N+:23]([O-:25])=[O:24])=[CH:19][CH:18]=1. Given the reactants [CH3:1][O:2][C:3]1[CH:4]=[C:5]2[C:10](=[CH:11][C:12]=1[O:13][CH3:14])[NH:9][CH:8]=[CH:7][C:6]2=[O:15].Br[C:17]1[CH:18]=[CH:19][C:20]([N+:23]([O-:25])=[O:24])=[N:21][CH:22]=1.C(=O)([O-])[O-].[Cs+].[Cs+], predict the reaction product. (4) The product is: [Cl:27][C:28]1[CH:29]=[C:30]([C:34]2[CH:35]=[CH:36][C:37]3[C:43](=[O:44])[CH2:42][CH2:41][CH2:40][N:39]([C:16]([NH:1][C:2]4[CH:3]=[N:4][CH:5]=[CH:6][CH:7]=4)=[O:18])[C:38]=3[N:45]=2)[CH:31]=[CH:32][CH:33]=1. Given the reactants [NH2:1][C:2]1[CH:3]=[N:4][CH:5]=[CH:6][CH:7]=1.C(N(CC)CC)C.Cl[C:16](Cl)([O:18]C(=O)OC(Cl)(Cl)Cl)Cl.[Cl:27][C:28]1[CH:29]=[C:30]([C:34]2[CH:35]=[CH:36][C:37]3[C:43](=[O:44])[CH2:42][CH2:41][CH2:40][NH:39][C:38]=3[N:45]=2)[CH:31]=[CH:32][CH:33]=1, predict the reaction product. (5) Given the reactants [CH3:1][O:2][C:3]1[CH:4]=[C:5]([CH:29]=[CH:30][C:31]=1[O:32][CH3:33])[C:6]([NH:8][CH2:9][C:10]1[CH:15]=[CH:14][CH:13]=[C:12]([C:16](=[O:28])[NH:17][C:18]2[CH:27]=[C:26]3[C:21]([CH2:22][CH2:23][NH:24][CH2:25]3)=[CH:20][CH:19]=2)[CH:11]=1)=[O:7].Br[CH2:35][C:36]([O:38][CH3:39])=[O:37].C([O-])([O-])=O.[K+].[K+], predict the reaction product. The product is: [CH3:39][O:38][C:36](=[O:37])[CH2:35][N:24]1[CH2:23][CH2:22][C:21]2[C:26](=[CH:27][C:18]([NH:17][C:16](=[O:28])[C:12]3[CH:13]=[CH:14][CH:15]=[C:10]([CH2:9][NH:8][C:6](=[O:7])[C:5]4[CH:29]=[CH:30][C:31]([O:32][CH3:33])=[C:3]([O:2][CH3:1])[CH:4]=4)[CH:11]=3)=[CH:19][CH:20]=2)[CH2:25]1. (6) Given the reactants [NH:1]1[CH:5]([C:6]([O:8][C:9]([CH3:12])([CH3:11])[CH3:10])=[O:7])[CH2:4][CH:3]=[N:2]1.[CH3:13][C:14]([O:17][C:18](O[C:18]([O:17][C:14]([CH3:16])([CH3:15])[CH3:13])=[O:19])=[O:19])([CH3:16])[CH3:15].C(N(CC)CC)C, predict the reaction product. The product is: [N:1]1([C:18]([O:17][C:14]([CH3:16])([CH3:15])[CH3:13])=[O:19])[CH:5]([C:6]([O:8][C:9]([CH3:12])([CH3:11])[CH3:10])=[O:7])[CH2:4][CH:3]=[N:2]1.